From a dataset of Forward reaction prediction with 1.9M reactions from USPTO patents (1976-2016). Predict the product of the given reaction. (1) Given the reactants [CH2:1]([N:4]1[N:8]=[N:7][C:6]([C:9]2[CH:10]=[C:11]([CH:20]=[CH:21][CH:22]=2)[CH2:12][CH2:13][O:14][CH2:15][CH2:16][C:17]([OH:19])=O)=[N:5]1)[CH:2]=[CH2:3].[CH3:23][O:24][CH:25]([O:34][CH3:35])[CH2:26][NH:27][CH:28]1[CH2:33][CH2:32][CH2:31][CH2:30][CH2:29]1, predict the reaction product. The product is: [CH2:1]([N:4]1[N:8]=[N:7][C:6]([C:9]2[CH:10]=[C:11]([CH:20]=[CH:21][CH:22]=2)[CH2:12][CH2:13][O:14][CH2:15][CH2:16][C:17]([N:27]([CH:28]2[CH2:33][CH2:32][CH2:31][CH2:30][CH2:29]2)[CH2:26][CH:25]([O:34][CH3:35])[O:24][CH3:23])=[O:19])=[N:5]1)[CH:2]=[CH2:3]. (2) The product is: [F:1][C:2]1[CH:7]=[C:6]([O:8][CH3:9])[CH:5]=[CH:4][C:3]=1[CH:10]1[CH2:11][CH2:12][N:13]([C:30]([O:29][C:25]([CH3:28])([CH3:27])[CH3:26])=[O:31])[CH2:14][CH2:15]1. Given the reactants [F:1][C:2]1[CH:7]=[C:6]([O:8][CH3:9])[CH:5]=[CH:4][C:3]=1[CH:10]1[CH2:15][CH2:14][NH:13][CH2:12][CH2:11]1.C(N(CC)C(C)C)(C)C.[C:25]([O:29][C:30](O[C:30]([O:29][C:25]([CH3:28])([CH3:27])[CH3:26])=[O:31])=[O:31])([CH3:28])([CH3:27])[CH3:26], predict the reaction product. (3) Given the reactants [CH3:1][N:2]1[CH:7]=[C:6]([C:8]2[CH:13]=[C:12]([N+:14]([O-])=O)[CH:11]=[CH:10][C:9]=2[O:17][C:18]2[CH:23]=[CH:22][CH:21]=[CH:20][C:19]=2[C:24]([F:27])([F:26])[F:25])[C:5]2[CH:28]=[CH:29][NH:30][C:4]=2[C:3]1=[O:31].CN1C=C(C2C=C([N+]([O-])=O)C=CC=2OC2C=CC=CC=2)C2C=CNC=2C1=O, predict the reaction product. The product is: [NH2:14][C:12]1[CH:11]=[CH:10][C:9]([O:17][C:18]2[CH:23]=[CH:22][CH:21]=[CH:20][C:19]=2[C:24]([F:26])([F:27])[F:25])=[C:8]([C:6]2[C:5]3[CH:28]=[CH:29][NH:30][C:4]=3[C:3](=[O:31])[N:2]([CH3:1])[CH:7]=2)[CH:13]=1. (4) Given the reactants [CH3:1][C@@:2]12[C:18](=[O:19])[CH2:17][CH2:16][C@H:15]1[CH2:14][C@@H:13]1[C@H:4]([CH2:5][CH2:6][C@H:7]3[C@@:12]1([CH3:20])[CH2:11][CH2:10][C:9](=[O:21])[CH2:8]3)[CH2:3]2.CCC(C)[BH-](C(C)CC)C(C)CC.[K+].[OH-].[Na+].OO, predict the reaction product. The product is: [CH3:1][C@@:2]12[C:18](=[O:19])[CH2:17][CH2:16][C@H:15]1[CH2:14][C@@H:13]1[C@H:4]([CH2:5][CH2:6][C@H:7]3[C@@:12]1([CH3:20])[CH2:11][CH2:10][C@H:9]([OH:21])[CH2:8]3)[CH2:3]2. (5) Given the reactants [CH:1]1([CH:7]([C:18]2[CH:22]=[C:21]([C:23]3[CH:28]=[CH:27][C:26]([O:29][CH3:30])=[CH:25][CH:24]=3)[O:20][C:19]=2[CH3:31])[O:8][C:9]2[CH:17]=[CH:16][C:12]([C:13](O)=[O:14])=[CH:11][CH:10]=2)[CH2:6][CH2:5][CH2:4][CH2:3][CH2:2]1.[CH3:32][NH:33][CH2:34][CH2:35][C:36]([O:38]CC)=[O:37].Cl.C(N=C=NCCCN(C)C)C.O.OC1C2N=NNC=2C=CC=1, predict the reaction product. The product is: [CH:1]1([CH:7]([C:18]2[CH:22]=[C:21]([C:23]3[CH:28]=[CH:27][C:26]([O:29][CH3:30])=[CH:25][CH:24]=3)[O:20][C:19]=2[CH3:31])[O:8][C:9]2[CH:17]=[CH:16][C:12]([C:13]([N:33]([CH3:32])[CH2:34][CH2:35][C:36]([OH:38])=[O:37])=[O:14])=[CH:11][CH:10]=2)[CH2:6][CH2:5][CH2:4][CH2:3][CH2:2]1.